From a dataset of Forward reaction prediction with 1.9M reactions from USPTO patents (1976-2016). Predict the product of the given reaction. (1) Given the reactants [CH2:1]([C:4]1[CH:9]=[CH:8][C:7]([O:10][CH3:11])=[CH:6][CH:5]=1)[CH:2]=[CH2:3].[OH2:12].[O-:13][Mn](=O)(=O)=O.[K+].C([O-])(O)=O.[Na+], predict the reaction product. The product is: [OH:12][CH2:3][C:2](=[O:13])[CH2:1][C:4]1[CH:9]=[CH:8][C:7]([O:10][CH3:11])=[CH:6][CH:5]=1. (2) Given the reactants F[C:2]1[CH:3]=[C:4]([CH:9]=[CH:10][C:11]=1[N+:12]([O-:14])=[O:13])[C:5]([O:7][CH3:8])=[O:6].[F:15][C:16]([F:26])([F:25])[O:17][C:18]1[CH:19]=[C:20]([CH:22]=[CH:23][CH:24]=1)[NH2:21].C(N(CC)C(C)C)(C)C, predict the reaction product. The product is: [N+:12]([C:11]1[CH:10]=[CH:9][C:4]([C:5]([O:7][CH3:8])=[O:6])=[CH:3][C:2]=1[NH:21][C:20]1[CH:22]=[CH:23][CH:24]=[C:18]([O:17][C:16]([F:15])([F:25])[F:26])[CH:19]=1)([O-:14])=[O:13]. (3) Given the reactants [C:1]([O:5][C:6]([NH:8][C:9]1[CH:14]=[CH:13][C:12]([CH2:15][C@H:16]([NH:23]C(=O)OCC2C3C=CC=CC=3C3C2=CC=CC=3)[C:17]([N:19]([O:21][CH3:22])[CH3:20])=[O:18])=[CH:11][CH:10]=1)=[O:7])([CH3:4])([CH3:3])[CH3:2].C1CCN2C(=NCCC2)CC1, predict the reaction product. The product is: [NH2:23][C@H:16]([C:17]([N:19]([O:21][CH3:22])[CH3:20])=[O:18])[CH2:15][C:12]1[CH:13]=[CH:14][C:9]([NH:8][C:6](=[O:7])[O:5][C:1]([CH3:2])([CH3:3])[CH3:4])=[CH:10][CH:11]=1. (4) Given the reactants Cl[C:2]1[S:6][N:5]=[C:4]([CH3:7])[N:3]=1.[NH2:8][C:9]1[CH:14]=[CH:13][CH:12]=[CH:11][N:10]=1.C(O[K])(C)(C)C.C1C=CC(P(C2C(C3C(P(C4C=CC=CC=4)C4C=CC=CC=4)=CC=C4C=3C=CC=C4)=C3C(C=CC=C3)=CC=2)C2C=CC=CC=2)=CC=1, predict the reaction product. The product is: [CH3:7][C:4]1[N:3]=[C:2]([NH:8][C:9]2[CH:14]=[CH:13][CH:12]=[CH:11][N:10]=2)[S:6][N:5]=1. (5) Given the reactants [CH3:1][O:2][C:3]1[CH:4]=[C:5]([CH:30]=[CH:31][CH:32]=1)[CH2:6][C:7]1[C:8]2[CH2:29][NH:28][CH2:27][CH2:26][C:9]=2[N:10]=[C:11]([NH:13][C:14]2[CH:19]=[CH:18][C:17]([N:20]3[CH:24]=[CH:23][N:22]=[C:21]3[CH3:25])=[CH:16][CH:15]=2)[N:12]=1.[CH2:33]=O, predict the reaction product. The product is: [CH3:1][O:2][C:3]1[CH:4]=[C:5]([CH:30]=[CH:31][CH:32]=1)[CH2:6][C:7]1[C:8]2[CH2:29][N:28]([CH3:33])[CH2:27][CH2:26][C:9]=2[N:10]=[C:11]([NH:13][C:14]2[CH:15]=[CH:16][C:17]([N:20]3[CH:24]=[CH:23][N:22]=[C:21]3[CH3:25])=[CH:18][CH:19]=2)[N:12]=1. (6) Given the reactants [OH-].[Na+].C([O:7][C:8](=O)[NH:9][C@H:10]([CH2:21][OH:22])[C@H:11]([O:13][CH2:14][C:15]1[CH:20]=[CH:19][CH:18]=[CH:17][CH:16]=1)[CH3:12])(C)(C)C.F[C:25](F)(F)C(O)=O, predict the reaction product. The product is: [CH2:14]([O:13][C@@H:11]([C@@H:10]1[NH:9][C:8](=[O:7])[CH2:25][O:22][CH2:21]1)[CH3:12])[C:15]1[CH:16]=[CH:17][CH:18]=[CH:19][CH:20]=1. (7) Given the reactants [Br:1][C:2]1[CH:3]=[C:4]([CH:7]=[C:8]([F:10])[CH:9]=1)[CH:5]=O.[CH3:11][C:12]([S@@:15]([NH2:17])=[O:16])([CH3:14])[CH3:13], predict the reaction product. The product is: [Br:1][C:2]1[CH:3]=[C:4]([CH:7]=[C:8]([F:10])[CH:9]=1)/[CH:5]=[N:17]/[S@:15]([C:12]([CH3:14])([CH3:13])[CH3:11])=[O:16].